Dataset: Full USPTO retrosynthesis dataset with 1.9M reactions from patents (1976-2016). Task: Predict the reactants needed to synthesize the given product. (1) Given the product [Cl:13][C:5]1[CH:4]=[CH:3][C:2]([CH:14]2[CH2:16][CH2:15]2)=[CH:12][C:6]=1[C:7]([O:9][CH2:10][CH3:11])=[O:8], predict the reactants needed to synthesize it. The reactants are: Br[C:2]1[CH:3]=[CH:4][C:5]([Cl:13])=[C:6]([CH:12]=1)[C:7]([O:9][CH2:10][CH3:11])=[O:8].[CH:14]1(B(O)O)[CH2:16][CH2:15]1.P([O-])([O-])([O-])=O.[K+].[K+].[K+].C1(C)C=CC=CC=1. (2) Given the product [ClH:1].[Cl:1][C:2]1[N:3]=[CH:4][C:5]([C:6]([N:18]2[CH2:19][CH2:20][CH2:21][N:15]([CH:11]3[CH2:12][CH2:13][CH2:14]3)[CH2:16][CH2:17]2)=[O:7])=[CH:9][CH:10]=1, predict the reactants needed to synthesize it. The reactants are: [Cl:1][C:2]1[CH:10]=[CH:9][C:5]([C:6](Cl)=[O:7])=[CH:4][N:3]=1.[CH:11]1([N:15]2[CH2:21][CH2:20][CH2:19][NH:18][CH2:17][CH2:16]2)[CH2:14][CH2:13][CH2:12]1. (3) The reactants are: [CH3:1][O:2][C:3]1[CH:4]=[C:5]2[C:10](=[CH:11][C:12]=1[O:13][CH3:14])[N:9]=[CH:8][CH:7]=[C:6]2[O:15][C:16]1[CH:22]=[CH:21][C:19]([NH2:20])=[C:18]([CH3:23])[C:17]=1[CH3:24].C1(C)C=CC=CC=1.C(N(CC)CC)C.Cl[C:40](Cl)([O:42][C:43](=[O:49])OC(Cl)(Cl)Cl)Cl.[CH3:51][C:52]1[CH:57]=[CH:56][C:55]([S:58][CH2:59][CH2:60]CO)=[CH:54][CH:53]=1. Given the product [CH3:1][O:2][C:3]1[CH:4]=[C:5]2[C:10](=[CH:11][C:12]=1[O:13][CH3:14])[N:9]=[CH:8][CH:7]=[C:6]2[O:15][C:16]1[CH:22]=[CH:21][C:19]([NH:20][C:43](=[O:49])[O:42][CH2:40][CH2:60][CH2:59][S:58][C:55]2[CH:56]=[CH:57][C:52]([CH3:51])=[CH:53][CH:54]=2)=[C:18]([CH3:23])[C:17]=1[CH3:24], predict the reactants needed to synthesize it.